Task: Predict the reaction yield, written as a fraction of the theoretical maximum amount of product (1.0 means a 100% yield; for example, 0.34 means a 34% yield).. Dataset: Reaction yield outcomes from USPTO patents with 853,638 reactions (1) The reactants are [F:1][C:2]1[CH:10]=[C:9]2[C:5]([C:6]([C:12]3[N:13]=[C:14]4[C:20]([C:21](O)=[O:22])=[CH:19][N:18]([CH2:24][O:25][CH2:26][CH2:27][Si:28]([CH3:31])([CH3:30])[CH3:29])[C:15]4=[N:16][CH:17]=3)=[N:7][N:8]2[CH3:11])=[CH:4][CH:3]=1.[CH3:32][C@H:33]([NH2:36])[CH2:34][CH3:35].CN(C(ON1N=NC2C=CC=NC1=2)=[N+](C)C)C.F[P-](F)(F)(F)(F)F.C(N(CC)C(C)C)(C)C. The catalyst is C(#N)C. The product is [C@@H:33]([NH:36][C:21]([C:20]1[C:14]2[C:15](=[N:16][CH:17]=[C:12]([C:6]3[C:5]4[C:9](=[CH:10][C:2]([F:1])=[CH:3][CH:4]=4)[N:8]([CH3:11])[N:7]=3)[N:13]=2)[N:18]([CH2:24][O:25][CH2:26][CH2:27][Si:28]([CH3:31])([CH3:29])[CH3:30])[CH:19]=1)=[O:22])([CH2:34][CH3:35])[CH3:32]. The yield is 0.710. (2) The reactants are Cl.Cl[CH2:3][CH2:4][CH2:5][NH:6][C:7]1[CH:12]=[N:11][N:10]([CH3:13])[C:9](=[O:14])[CH:8]=1.[F:15][C:16]1[CH:30]=[CH:29][C:19]2[C:20]([CH:23]3[CH2:28][CH2:27][NH:26][CH2:25][CH2:24]3)=[N:21][O:22][C:18]=2[CH:17]=1.C(=O)([O-])[O-].[K+].[K+].[I-].[K+]. The catalyst is C(#N)C. The product is [F:15][C:16]1[CH:30]=[CH:29][C:19]2[C:20]([CH:23]3[CH2:24][CH2:25][N:26]([CH2:3][CH2:4][CH2:5][NH:6][C:7]4[CH:12]=[N:11][N:10]([CH3:13])[C:9](=[O:14])[CH:8]=4)[CH2:27][CH2:28]3)=[N:21][O:22][C:18]=2[CH:17]=1. The yield is 0.622. (3) The reactants are [CH3:1][O:2][C:3]1[CH:27]=[C:26]([O:28][CH3:29])[CH:25]=[C:24]([O:30][CH3:31])[C:4]=1/[CH:5]=[CH:6]/[S:7]([CH2:10][C:11]1[CH:12]=[CH:13][C:14]([O:22][CH3:23])=[C:15]([NH:17][CH2:18][C:19]([OH:21])=[O:20])[CH:16]=1)(=[O:9])=[O:8].[OH-].[Na+:33]. The catalyst is C(O)C. The product is [Na+:33].[CH3:1][O:2][C:3]1[CH:27]=[C:26]([O:28][CH3:29])[CH:25]=[C:24]([O:30][CH3:31])[C:4]=1/[CH:5]=[CH:6]/[S:7]([CH2:10][C:11]1[CH:12]=[CH:13][C:14]([O:22][CH3:23])=[C:15]([NH:17][CH2:18][C:19]([O-:21])=[O:20])[CH:16]=1)(=[O:8])=[O:9]. The yield is 0.840.